This data is from Forward reaction prediction with 1.9M reactions from USPTO patents (1976-2016). The task is: Predict the product of the given reaction. The product is: [C:3]([O:7][C@@H:8]([C:15]1[C:16]([CH3:44])=[N:17][C:18]([CH3:43])=[C:19]([C:27]2[CH:32]=[CH:31][C:30]([O:33][CH2:34][CH2:35][C:36]3[CH:37]=[CH:38][C:39]([F:42])=[CH:40][CH:41]=3)=[CH:29][CH:28]=2)[C:20]=1[N:21]1[CH2:22][C:23]([F:26])([F:25])[CH2:24]1)[C:9]([OH:11])=[O:10])([CH3:6])([CH3:5])[CH3:4]. Given the reactants [OH-].[Na+].[C:3]([O:7][C@@H:8]([C:15]1[C:16]([CH3:44])=[N:17][C:18]([CH3:43])=[C:19]([C:27]2[CH:32]=[CH:31][C:30]([O:33][CH2:34][CH2:35][C:36]3[CH:41]=[CH:40][C:39]([F:42])=[CH:38][CH:37]=3)=[CH:29][CH:28]=2)[C:20]=1[N:21]1[CH2:24][C:23]([F:26])([F:25])[CH2:22]1)[C:9]([O:11]C(C)C)=[O:10])([CH3:6])([CH3:5])[CH3:4].Cl, predict the reaction product.